Dataset: NCI-60 drug combinations with 297,098 pairs across 59 cell lines. Task: Regression. Given two drug SMILES strings and cell line genomic features, predict the synergy score measuring deviation from expected non-interaction effect. (1) Drug 1: CC1=C(C(CCC1)(C)C)C=CC(=CC=CC(=CC(=O)O)C)C. Drug 2: CC1C(C(CC(O1)OC2CC(OC(C2O)C)OC3=CC4=CC5=C(C(=O)C(C(C5)C(C(=O)C(C(C)O)O)OC)OC6CC(C(C(O6)C)O)OC7CC(C(C(O7)C)O)OC8CC(C(C(O8)C)O)(C)O)C(=C4C(=C3C)O)O)O)O. Cell line: ACHN. Synergy scores: CSS=61.1, Synergy_ZIP=-3.94, Synergy_Bliss=-1.10, Synergy_Loewe=-19.5, Synergy_HSA=0.673. (2) Drug 1: C1=C(C(=O)NC(=O)N1)N(CCCl)CCCl. Drug 2: CC=C1C(=O)NC(C(=O)OC2CC(=O)NC(C(=O)NC(CSSCCC=C2)C(=O)N1)C(C)C)C(C)C. Cell line: MCF7. Synergy scores: CSS=45.5, Synergy_ZIP=5.37, Synergy_Bliss=4.39, Synergy_Loewe=-9.72, Synergy_HSA=7.74. (3) Drug 1: CC1CC2C3CCC4=CC(=O)C=CC4(C3(C(CC2(C1(C(=O)CO)O)C)O)F)C. Synergy scores: CSS=47.5, Synergy_ZIP=4.56, Synergy_Bliss=1.26, Synergy_Loewe=-59.9, Synergy_HSA=4.70. Drug 2: CC(C)(C#N)C1=CC=C(C=C1)N2C3=C4C=C(C=CC4=NC=C3N(C2=O)C)C5=CC6=CC=CC=C6N=C5. Cell line: NCI-H460. (4) Drug 2: C1C(C(OC1N2C=NC3=C2NC=NCC3O)CO)O. Drug 1: COC1=C2C(=CC3=C1OC=C3)C=CC(=O)O2. Synergy scores: CSS=0.387, Synergy_ZIP=-0.384, Synergy_Bliss=-0.206, Synergy_Loewe=-1.07, Synergy_HSA=-0.712. Cell line: 786-0. (5) Drug 1: C1=NC2=C(N=C(N=C2N1C3C(C(C(O3)CO)O)O)F)N. Drug 2: N.N.Cl[Pt+2]Cl. Cell line: MALME-3M. Synergy scores: CSS=60.0, Synergy_ZIP=1.75, Synergy_Bliss=3.50, Synergy_Loewe=5.75, Synergy_HSA=8.15.